Predict the reaction yield, written as a fraction of the theoretical maximum amount of product (1.0 means a 100% yield; for example, 0.34 means a 34% yield). From a dataset of Reaction yield outcomes from USPTO patents with 853,638 reactions. (1) The reactants are [CH3:1][C:2]1[C:16](=[O:17])[N:15]=[C:14]2[N:4]([C@@H:5]3[O:9][C@H:8]([CH2:10][OH:11])[C@@H:7]([OH:12])[C@@H:6]3[O:13]2)[CH:3]=1.[CH3:18][O:19][CH2:20][CH2:21][O:22]B([O:22][CH2:21][CH2:20][O:19][CH3:18])[O:22][CH2:21][CH2:20][O:19][CH3:18]. The catalyst is COCCO. The product is [CH3:18][O:19][CH2:20][CH2:21][O:22][C@@H:6]1[C@H:7]([OH:12])[C@@H:8]([CH2:10][OH:11])[O:9][C@H:5]1[N:4]1[CH:3]=[C:2]([CH3:1])[C:16](=[O:17])[NH:15][C:14]1=[O:13]. The yield is 0.630. (2) The reactants are [CH:1]1([N:6]2[C:14]3[CH:13]=[C:12]([CH:15]=[CH2:16])[CH:11]=[C:10]([C:17]([NH:19][CH2:20][C:21]4[C:22](=[O:29])[NH:23][C:24]([CH3:28])=[CH:25][C:26]=4[CH3:27])=[O:18])[C:9]=3[CH:8]=[N:7]2)[CH2:5][CH2:4][CH2:3][CH2:2]1.C[N+]1([O-])CC[O:34]CC1.[OH2:38]. The catalyst is C(Cl)Cl.O=[Os](=O)(=O)=O. The product is [CH:1]1([N:6]2[C:14]3[CH:13]=[C:12]([CH:15]([OH:34])[CH2:16][OH:38])[CH:11]=[C:10]([C:17]([NH:19][CH2:20][C:21]4[C:22](=[O:29])[NH:23][C:24]([CH3:28])=[CH:25][C:26]=4[CH3:27])=[O:18])[C:9]=3[CH:8]=[N:7]2)[CH2:5][CH2:4][CH2:3][CH2:2]1. The yield is 0.613. (3) The product is [N:15]1[CH:16]=[CH:17][CH:18]=[C:13]([CH2:12][NH:11][C:8]([C:4]2[S:3][C:2]([Br:1])=[N:6][C:5]=2[CH3:7])=[O:10])[CH:14]=1. The catalyst is C(Cl)Cl. The reactants are [Br:1][C:2]1[S:3][C:4]([C:8]([OH:10])=O)=[C:5]([CH3:7])[N:6]=1.[NH2:11][CH2:12][C:13]1[CH:14]=[N:15][CH:16]=[CH:17][CH:18]=1.F[P-](F)(F)(F)(F)F.N1(O[P+](N(C)C)(N(C)C)N(C)C)C2C=CC=CC=2N=N1.C(N(CC)C(C)C)(C)C. The yield is 0.960. (4) The product is [CH2:13]([O:12][C:10](=[O:11])/[CH:9]=[CH:17]/[CH:19]1[CH2:24][CH2:23][N:22]([C:25]([O:27][C:28]([CH3:29])([CH3:31])[CH3:30])=[O:26])[CH2:21][CH2:20]1)[CH3:14]. The yield is 0.680. The catalyst is C1COCC1. The reactants are C(OP([CH2:9][C:10]([O:12][CH2:13][CH3:14])=[O:11])(OCC)=O)C.[H-].[Na+].[CH:17]([CH:19]1[CH2:24][CH2:23][N:22]([C:25]([O:27][C:28]([CH3:31])([CH3:30])[CH3:29])=[O:26])[CH2:21][CH2:20]1)=O. (5) The reactants are C(OC(=O)C)(=O)C.[CH:8]1[C:21]2[C:20](=[O:22])[C:19]3[C:14](=[CH:15][CH:16]=[CH:17][CH:18]=3)[O:13][C:12]=2[CH:11]=[CH:10][CH:9]=1.C(O)(=O)C.C(O)(=O)C.[I:31][C:32]1[CH:37]=[CH:36][CH:35]=[CH:34][CH:33]=1.S(=O)(=O)(O)O.[F:43][B-:44]([F:47])([F:46])[F:45].[K+]. The catalyst is O.C1(C)C=CC=CC=1. The product is [F:43][B-:44]([F:47])([F:46])[F:45].[C:32]1([I+:31][C:9]2[CH:10]=[CH:11][C:12]3[O:13][C:14]4[C:19](=[CH:18][CH:17]=[CH:16][CH:15]=4)[C:20](=[O:22])[C:21]=3[CH:8]=2)[CH:37]=[CH:36][CH:35]=[CH:34][CH:33]=1. The yield is 0.470. (6) The reactants are [CH2:1]([N:3]([CH2:27][CH3:28])[C:4]([CH:6]1[C:18]2[C:17]3[C:12](=[CH:13][CH:14]=[C:15]([OH:19])[CH:16]=3)[N:11]([CH2:20][CH2:21][OH:22])[C:10]=2[C:9]2[CH:23]=[CH:24][CH:25]=[CH:26][C:8]=2[S:7]1)=[O:5])[CH3:2].[H-].[Na+].[CH2:31](Br)[CH3:32]. The catalyst is CN(C=O)C. The product is [CH2:27]([N:3]([CH2:1][CH3:2])[C:4]([CH:6]1[C:18]2[C:17]3[C:12](=[CH:13][CH:14]=[C:15]([O:19][CH2:31][CH3:32])[CH:16]=3)[N:11]([CH2:20][CH2:21][OH:22])[C:10]=2[C:9]2[CH:23]=[CH:24][CH:25]=[CH:26][C:8]=2[S:7]1)=[O:5])[CH3:28]. The yield is 0.790.